Dataset: Full USPTO retrosynthesis dataset with 1.9M reactions from patents (1976-2016). Task: Predict the reactants needed to synthesize the given product. (1) Given the product [F:1][C:2]1[CH:7]=[CH:6][C:5]([N:8]2[C:12](=[O:13])[C:11]([CH3:14])([CH3:15])[N:10]([CH2:16][C:17]3[CH:34]=[CH:33][CH:32]=[CH:31][C:18]=3[C:19]([C:21]3[CH:30]=[CH:29][C:24]([C:25]([OH:27])=[O:26])=[CH:23][CH:22]=3)=[O:20])[C:9]2=[O:35])=[CH:4][C:3]=1[C:36]([F:38])([F:37])[F:39], predict the reactants needed to synthesize it. The reactants are: [F:1][C:2]1[CH:7]=[CH:6][C:5]([N:8]2[C:12](=[O:13])[C:11]([CH3:15])([CH3:14])[N:10]([CH2:16][C:17]3[CH:34]=[CH:33][CH:32]=[CH:31][C:18]=3[C:19]([C:21]3[CH:30]=[CH:29][C:24]([C:25]([O:27]C)=[O:26])=[CH:23][CH:22]=3)=[O:20])[C:9]2=[O:35])=[CH:4][C:3]=1[C:36]([F:39])([F:38])[F:37].C[Si](C)(C)[O-].[K+]. (2) Given the product [C:1]([O:5][C:6]([N:8]1[C@@H:13]([C@@H:14]([OH:26])[C@@H:15]([NH:25][C:46](=[O:48])[CH3:47])[CH2:16][C:17]2[CH:22]=[C:21]([F:23])[CH:20]=[C:19]([F:24])[CH:18]=2)[CH2:12][O:11][C:10]([C:33]2[CH:38]=[CH:37][CH:36]=[CH:35][CH:34]=2)([C:27]2[CH:28]=[CH:29][CH:30]=[CH:31][CH:32]=2)[CH2:9]1)=[O:7])([CH3:4])([CH3:2])[CH3:3], predict the reactants needed to synthesize it. The reactants are: [C:1]([O:5][C:6]([N:8]1[C@@H:13]([C@@H:14]([OH:26])[C@@H:15]([NH2:25])[CH2:16][C:17]2[CH:22]=[C:21]([F:23])[CH:20]=[C:19]([F:24])[CH:18]=2)[CH2:12][O:11][C:10]([C:33]2[CH:38]=[CH:37][CH:36]=[CH:35][CH:34]=2)([C:27]2[CH:32]=[CH:31][CH:30]=[CH:29][CH:28]=2)[CH2:9]1)=[O:7])([CH3:4])([CH3:3])[CH3:2].C(N(CC)CC)C.[C:46](OC(=O)C)(=[O:48])[CH3:47]. (3) Given the product [F:1][C:2]1[C:3]([NH:22][C:23]2[CH:28]=[CH:27][CH:26]=[C:25]([OH:29])[CH:24]=2)=[N:4][C:5]([NH:8][C:9]2[CH:10]=[CH:11][C:12]3[O:16][C:15]([C:17]([NH:32][CH3:31])=[O:19])=[CH:14][C:13]=3[CH:21]=2)=[N:6][CH:7]=1, predict the reactants needed to synthesize it. The reactants are: [F:1][C:2]1[C:3]([NH:22][C:23]2[CH:28]=[CH:27][CH:26]=[C:25]([OH:29])[CH:24]=2)=[N:4][C:5]([NH:8][C:9]2[CH:10]=[CH:11][C:12]3[O:16][C:15]([C:17]([O:19]C)=O)=[CH:14][C:13]=3[CH:21]=2)=[N:6][CH:7]=1.Cl.[CH3:31][NH2:32]. (4) Given the product [Cl:14][C:15]1[CH:20]=[C:19]([Cl:21])[CH:18]=[CH:17][C:16]=1[CH2:22][NH:23][CH2:2][C:3]([C:5]1[CH:10]=[CH:9][CH:8]=[C:7]([N+:11]([O-:13])=[O:12])[CH:6]=1)=[O:4], predict the reactants needed to synthesize it. The reactants are: Br[CH2:2][C:3]([C:5]1[CH:10]=[CH:9][CH:8]=[C:7]([N+:11]([O-:13])=[O:12])[CH:6]=1)=[O:4].[Cl:14][C:15]1[CH:20]=[C:19]([Cl:21])[CH:18]=[CH:17][C:16]=1[CH2:22][NH2:23].C(N(CC)CC)C. (5) Given the product [CH3:33][NH:34][C:27]([C@@H:24]1[CH2:25][CH2:26][C@H:21]([NH:20][C:18]([C:13]2([CH2:12][CH:11]([CH2:30][CH2:31][CH3:32])[C:9]([O:8][CH2:1][C:2]3[CH:7]=[CH:6][CH:5]=[CH:4][CH:3]=3)=[O:10])[CH2:17][CH2:16][CH2:15][CH2:14]2)=[O:19])[CH2:22][CH2:23]1)=[O:28], predict the reactants needed to synthesize it. The reactants are: [CH2:1]([O:8][C:9]([CH:11]([CH2:30][CH2:31][CH3:32])[CH2:12][C:13]1([C:18]([NH:20][C@@H:21]2[CH2:26][CH2:25][C@H:24]([C:27](O)=[O:28])[CH2:23][CH2:22]2)=[O:19])[CH2:17][CH2:16][CH2:15][CH2:14]1)=[O:10])[C:2]1[CH:7]=[CH:6][CH:5]=[CH:4][CH:3]=1.[CH3:33][NH2:34]. (6) The reactants are: [Cl-].O[NH3+:3].[C:4](=[O:7])([O-])[OH:5].[Na+].CS(C)=O.[CH2:13]([C:17]1[N:18]=[C:19]([CH3:46])[N:20]([CH2:39][C:40]2[S:41][C:42]([Cl:45])=[CH:43][CH:44]=2)[C:21](=[O:38])[C:22]=1[CH2:23][C:24]1[CH:29]=[CH:28][C:27]([C:30]2[C:31]([C:36]#[N:37])=[CH:32][CH:33]=[CH:34][CH:35]=2)=[CH:26][CH:25]=1)[CH2:14][CH2:15][CH3:16]. Given the product [CH2:13]([C:17]1[N:18]=[C:19]([CH3:46])[N:20]([CH2:39][C:40]2[S:41][C:42]([Cl:45])=[CH:43][CH:44]=2)[C:21](=[O:38])[C:22]=1[CH2:23][C:24]1[CH:25]=[CH:26][C:27]([C:30]2[CH:35]=[CH:34][CH:33]=[CH:32][C:31]=2[C:36]2[NH:3][C:4](=[O:7])[O:5][N:37]=2)=[CH:28][CH:29]=1)[CH2:14][CH2:15][CH3:16], predict the reactants needed to synthesize it. (7) Given the product [N+:1]([C:4]1[CH:5]=[CH:6][CH:7]=[C:8]2[C:12]=1[NH:11][C:10]([C:13]([OH:15])=[O:14])=[CH:9]2)([O-:3])=[O:2], predict the reactants needed to synthesize it. The reactants are: [N+:1]([C:4]1[CH:5]=[CH:6][CH:7]=[C:8]2[C:12]=1[NH:11][C:10]([C:13]([O:15]C)=[O:14])=[CH:9]2)([O-:3])=[O:2].[OH-].[Na+].Cl.